The task is: Predict which catalyst facilitates the given reaction.. This data is from Catalyst prediction with 721,799 reactions and 888 catalyst types from USPTO. (1) Reactant: [ClH:1].O1CCOCC1.[CH3:8][C@H:9]1[C@@H:14]([N:15]([C:17]2[N:25]=[CH:24][N:23]=[C:22]3[C:18]=2[CH:19]=[CH:20][NH:21]3)[CH3:16])[CH2:13][N:12]([C:26]([CH2:28][C:29]#[N:30])=[O:27])[CH2:11][CH2:10]1. Product: [CH3:8][C@H:9]1[C@@H:14]([N:15]([C:17]2[N:25]=[CH:24][N:23]=[C:22]3[C:18]=2[CH:19]=[CH:20][NH:21]3)[CH3:16])[CH2:13][N:12]([C:26]([CH2:28][C:29]#[N:30])=[O:27])[CH2:11][CH2:10]1.[ClH:1]. The catalyst class is: 10. (2) Reactant: FC(F)(F)C(O)=O.[CH2:8]([NH:10][C:11]([C:13]1[CH:14]=[C:15]([F:42])[C:16]([CH3:41])=[C:17]([C:19]2[CH:27]=[C:26]3[C:22]([C:23]([C:28]4[CH2:29][CH2:30][N:31](C(OC(C)(C)C)=O)[CH2:32][CH:33]=4)=[N:24][NH:25]3)=[CH:21][CH:20]=2)[CH:18]=1)=[O:12])[CH3:9]. Product: [CH2:8]([NH:10][C:11](=[O:12])[C:13]1[CH:18]=[C:17]([C:19]2[CH:27]=[C:26]3[C:22]([C:23]([C:28]4[CH2:29][CH2:30][NH:31][CH2:32][CH:33]=4)=[N:24][NH:25]3)=[CH:21][CH:20]=2)[C:16]([CH3:41])=[C:15]([F:42])[CH:14]=1)[CH3:9]. The catalyst class is: 4.